Regression/Classification. Given a drug SMILES string, predict its absorption, distribution, metabolism, or excretion properties. Task type varies by dataset: regression for continuous measurements (e.g., permeability, clearance, half-life) or binary classification for categorical outcomes (e.g., BBB penetration, CYP inhibition). Dataset: cyp2d6_veith. From a dataset of CYP2D6 inhibition data for predicting drug metabolism from PubChem BioAssay. (1) The molecule is N#Cc1cccc(NC(=O)N2CC3(CCN(C(=O)c4cnccn4)CC3)C2)c1. The result is 0 (non-inhibitor). (2) The molecule is O=C(NCCOC12CC3CC(CC(C3)C1)C2)c1cccc(Br)c1. The result is 0 (non-inhibitor). (3) The compound is Nc1ncnc2c1ncn2[C@@H]1O[C@@H]2COP(=O)(O)O[C@H]2[C@@H]1O. The result is 0 (non-inhibitor). (4) The molecule is O=C(O)c1cc(Cl)cc(Cc2cc(Cl)cc(C(=O)O)c2O)c1O. The result is 0 (non-inhibitor).